From a dataset of Catalyst prediction with 721,799 reactions and 888 catalyst types from USPTO. Predict which catalyst facilitates the given reaction. (1) Reactant: [F:1][C:2]1[CH:3]=[N:4][C:5]2[C:10]([C:11]=1[CH2:12][CH2:13][N:14]1[CH2:17][CH:16]([CH2:18][NH2:19])[CH2:15]1)=[N:9][C:8]([O:20][CH3:21])=[CH:7][CH:6]=2.[O:22]=[C:23]1[NH:28][C:27]2[N:29]=[C:30]([CH:33]=O)[CH:31]=[CH:32][C:26]=2[S:25][CH2:24]1.[BH4-].[Na+]. Product: [F:1][C:2]1[CH:3]=[N:4][C:5]2[C:10]([C:11]=1[CH2:12][CH2:13][N:14]1[CH2:15][CH:16]([CH2:18][NH:19][CH2:33][C:30]3[CH:31]=[CH:32][C:26]4[S:25][CH2:24][C:23](=[O:22])[NH:28][C:27]=4[N:29]=3)[CH2:17]1)=[N:9][C:8]([O:20][CH3:21])=[CH:7][CH:6]=2. The catalyst class is: 497. (2) Reactant: [Cl-].[NH4+].C[Al](C)C.C.ClC1C(C#N)=[N:11]C=C(Cl)C=1.[F:18][C:19]1[C:20]([C:26]#[N:27])=[N:21][CH:22]=[C:23]([F:25])[CH:24]=1. Product: [F:18][C:19]1[C:20]([C:26](=[NH:11])[NH2:27])=[N:21][CH:22]=[C:23]([F:25])[CH:24]=1. The catalyst class is: 224. (3) Reactant: [CH3:1][CH:2]([CH2:8][CH2:9][CH3:10])[C:3]([N:5]=[C:6]=[S:7])=[O:4].[CH3:11][O:12][C:13]1[CH:14]=[C:15]2[C:20](=[CH:21][C:22]=1[O:23][CH3:24])[N:19]=[CH:18][N:17]=[C:16]2[O:25][C:26]1[CH:32]=[CH:31][C:29]([NH2:30])=[CH:28][CH:27]=1.C1(C)C=CC=CC=1. The catalyst class is: 8. Product: [CH3:11][O:12][C:13]1[CH:14]=[C:15]2[C:20](=[CH:21][C:22]=1[O:23][CH3:24])[N:19]=[CH:18][N:17]=[C:16]2[O:25][C:26]1[CH:32]=[CH:31][C:29]([NH:30][C:6]([NH:5][C:3](=[O:4])[CH:2]([CH3:1])[CH2:8][CH2:9][CH3:10])=[S:7])=[CH:28][CH:27]=1.